From a dataset of Full USPTO retrosynthesis dataset with 1.9M reactions from patents (1976-2016). Predict the reactants needed to synthesize the given product. (1) Given the product [CH2:11]([N:4]([C:5]1[CH:10]=[CH:9][CH:8]=[CH:7][CH:6]=1)[CH2:3][CH2:2][O:26][C:23]1[CH:24]=[CH:25][C:20]([NH:19][C:13](=[O:16])[CH3:27])=[CH:21][CH:22]=1)[CH3:12], predict the reactants needed to synthesize it. The reactants are: Cl[CH2:2][CH2:3][N:4]([CH2:11][CH3:12])[C:5]1[CH:10]=[CH:9][CH:8]=[CH:7][CH:6]=1.[C:13]([O-:16])([O-])=O.[K+].[K+].[NH2:19][C:20]1[CH:25]=[CH:24][C:23]([OH:26])=[CH:22][CH:21]=1.[CH3:27]N(C=O)C. (2) Given the product [C:1]([O:5][C:6](=[O:19])[NH:7][C:8]1[CH:13]=[CH:12][C:11]([C:14]([F:17])([F:16])[F:15])=[CH:10][C:9]=1[NH:18][C:25](=[O:24])[CH2:26][C:27]([C:29]1[CH:34]=[CH:33][CH:32]=[C:31]([C:35]2[CH:36]=[N:37][C:38]([CH:41]3[CH2:42][CH2:43]3)=[CH:39][CH:40]=2)[CH:30]=1)=[O:28])([CH3:4])([CH3:2])[CH3:3], predict the reactants needed to synthesize it. The reactants are: [C:1]([O:5][C:6](=[O:19])[NH:7][C:8]1[CH:13]=[CH:12][C:11]([C:14]([F:17])([F:16])[F:15])=[CH:10][C:9]=1[NH2:18])([CH3:4])([CH3:3])[CH3:2].C([O:24][C:25](=O)[CH2:26][C:27]([C:29]1[CH:34]=[CH:33][CH:32]=[C:31]([C:35]2[CH:36]=[N:37][C:38]([CH:41]3[CH2:43][CH2:42]3)=[CH:39][CH:40]=2)[CH:30]=1)=[O:28])(C)(C)C. (3) Given the product [CH3:8][C:6]1([CH3:7])[C:2]([CH3:16])([CH3:1])[O:3][B:4]([C:9]2[CH:14]=[CH:13][CH:12]=[CH:11][C:10]=2[O:15][C:24]2[CH:29]=[CH:28][C:27]([N+:30]([O-:32])=[O:31])=[CH:26][CH:25]=2)[O:5]1, predict the reactants needed to synthesize it. The reactants are: [CH3:1][C:2]1([CH3:16])[C:6]([CH3:8])([CH3:7])[O:5][B:4]([C:9]2[CH:14]=[CH:13][CH:12]=[CH:11][C:10]=2[OH:15])[O:3]1.C(=O)([O-])[O-].[K+].[K+].F[C:24]1[CH:29]=[CH:28][C:27]([N+:30]([O-:32])=[O:31])=[CH:26][CH:25]=1.